Dataset: NCI-60 drug combinations with 297,098 pairs across 59 cell lines. Task: Regression. Given two drug SMILES strings and cell line genomic features, predict the synergy score measuring deviation from expected non-interaction effect. (1) Drug 1: CS(=O)(=O)C1=CC(=C(C=C1)C(=O)NC2=CC(=C(C=C2)Cl)C3=CC=CC=N3)Cl. Drug 2: CC12CCC3C(C1CCC2=O)CC(=C)C4=CC(=O)C=CC34C. Cell line: MCF7. Synergy scores: CSS=18.6, Synergy_ZIP=1.22, Synergy_Bliss=3.53, Synergy_Loewe=-2.76, Synergy_HSA=3.73. (2) Drug 1: CC1CCC2CC(C(=CC=CC=CC(CC(C(=O)C(C(C(=CC(C(=O)CC(OC(=O)C3CCCCN3C(=O)C(=O)C1(O2)O)C(C)CC4CCC(C(C4)OC)O)C)C)O)OC)C)C)C)OC. Drug 2: C1=NNC2=C1C(=O)NC=N2. Cell line: SK-OV-3. Synergy scores: CSS=5.15, Synergy_ZIP=-1.82, Synergy_Bliss=0.747, Synergy_Loewe=-14.3, Synergy_HSA=0.158.